From a dataset of Catalyst prediction with 721,799 reactions and 888 catalyst types from USPTO. Predict which catalyst facilitates the given reaction. (1) Reactant: [C:1]1([C:7]2[C:8]([O:16][CH2:17][C:18]([F:21])([F:20])[F:19])=[N:9][CH:10]=[C:11]([CH:15]=2)[C:12]([OH:14])=O)[CH2:6][CH2:5][CH2:4][CH2:3][CH:2]=1.NC1C=NC=CC=1.CN(C(ON1N=NC2C=CC=CC1=2)=[N+](C)C)C.[B-](F)(F)(F)F.[CH:51]([N:54](CC)[CH:55](C)[CH3:56])([CH3:53])[CH3:52]. Product: [C:1]1([C:7]2[C:8]([O:16][CH2:17][C:18]([F:21])([F:20])[F:19])=[N:9][CH:10]=[C:11]([CH:15]=2)[C:12]([N:54]([CH2:55][CH3:56])[CH:51]([CH3:53])[CH3:52])=[O:14])[CH2:6][CH2:5][CH2:4][CH2:3][CH:2]=1. The catalyst class is: 3. (2) Reactant: [OH:1][CH:2]1[CH2:6][CH2:5][CH:4]([CH:7]([CH:30]2[CH2:34][CH2:33][CH:32]([OH:35])[CH2:31]2)[CH2:8][CH2:9][PH:10][CH2:11][CH2:12][CH2:13][PH:14][CH2:15][CH2:16][CH:17]([CH:24]2[CH2:28][CH2:27][CH:26]([OH:29])[CH2:25]2)[CH:18]2[CH2:22][CH2:21][CH:20]([OH:23])[CH2:19]2)[CH2:3]1.[C:36]([O-:39])(=[O:38])[CH3:37].[Pd+2:40].[C:41]([O-:44])(=[O:43])[CH3:42]. Product: [C:36]([O-:39])(=[O:38])[CH3:37].[Pd+2:40].[OH:29][CH:26]1[CH2:27][CH2:28][CH:24]([CH:17]([CH:18]2[CH2:22][CH2:21][CH:20]([OH:23])[CH2:19]2)[CH2:16][CH2:15][PH:14][CH2:13][CH2:12][CH2:11][PH:10][CH2:9][CH2:8][CH:7]([CH:4]2[CH2:5][CH2:6][CH:2]([OH:1])[CH2:3]2)[CH:30]2[CH2:34][CH2:33][CH:32]([OH:35])[CH2:31]2)[CH2:25]1.[C:41]([O-:44])(=[O:43])[CH3:42]. The catalyst class is: 545. (3) Reactant: [Br:1][C:2]1[CH:7]=[CH:6][C:5]([C:8]2[N:9]=[C:10]([C:13](OCC)=[O:14])[NH:11][CH:12]=2)=[CH:4][CH:3]=1. Product: [Br:1][C:2]1[CH:3]=[CH:4][C:5]([C:8]2[N:9]=[C:10]([CH2:13][OH:14])[NH:11][CH:12]=2)=[CH:6][CH:7]=1. The catalyst class is: 182. (4) Reactant: [CH2:1]([O:3][CH2:4][C:5](Cl)=[O:6])[CH3:2].[NH2:8][C:9]1[C:10]([Cl:30])=[N:11][C:12]2[C:17]([C:18]=1[NH:19][CH2:20][CH2:21][NH:22][C:23](=[O:29])[O:24][C:25]([CH3:28])([CH3:27])[CH3:26])=[CH:16][CH:15]=[CH:14][CH:13]=2. Product: [Cl:30][C:10]1[C:9]([NH:8][C:5](=[O:6])[CH2:4][O:3][CH2:1][CH3:2])=[C:18]([NH:19][CH2:20][CH2:21][NH:22][C:23](=[O:29])[O:24][C:25]([CH3:27])([CH3:26])[CH3:28])[C:17]2[C:12](=[CH:13][CH:14]=[CH:15][CH:16]=2)[N:11]=1. The catalyst class is: 10.